This data is from Catalyst prediction with 721,799 reactions and 888 catalyst types from USPTO. The task is: Predict which catalyst facilitates the given reaction. (1) Reactant: [CH2:1]([O:3][C:4]([C:6]1[CH:7]=[C:8]([C:11]2[CH:16]=[CH:15][CH:14]=[CH:13][CH:12]=2)[S:9][CH:10]=1)=[O:5])[CH3:2].[Cl:17]N1C(=O)CCC1=O. Product: [CH2:1]([O:3][C:4]([C:6]1[CH:7]=[C:8]([C:11]2[CH:16]=[CH:15][CH:14]=[CH:13][CH:12]=2)[S:9][C:10]=1[Cl:17])=[O:5])[CH3:2]. The catalyst class is: 15. (2) Reactant: [CH2:1]([O:5][C:6]1[C:15]2[C:10](=[CH:11][CH:12]=[C:13]([C:16]3[O:17][CH:18]=[CH:19][CH:20]=3)[CH:14]=2)[C:9](=[O:21])[N:8]([CH2:22][CH:23]([CH3:25])[CH3:24])[C:7]=1[CH2:26][NH:27]C(=O)OC(C)(C)C)[CH2:2][CH2:3][CH3:4].[ClH:35]. Product: [ClH:35].[NH2:27][CH2:26][C:7]1[N:8]([CH2:22][CH:23]([CH3:24])[CH3:25])[C:9](=[O:21])[C:10]2[C:15]([C:6]=1[O:5][CH2:1][CH2:2][CH2:3][CH3:4])=[CH:14][C:13]([C:16]1[O:17][CH:18]=[CH:19][CH:20]=1)=[CH:12][CH:11]=2. The catalyst class is: 13. (3) Reactant: [OH:1][CH2:2][CH2:3][N:4]1[C:8](=[O:9])[C:7]2=[CH:10][CH:11]=[CH:12][CH:13]=[C:6]2[C:5]1=[O:14].C(N(CC)CC)C.[Br:22][C:23]([CH3:28])([CH3:27])[C:24](Br)=[O:25].O. Product: [C:8]1(=[O:9])[N:4]([CH2:3][CH2:2][O:1][C:24](=[O:25])[C:23]([Br:22])([CH3:28])[CH3:27])[C:5](=[O:14])[C:6]2=[CH:13][CH:12]=[CH:11][CH:10]=[C:7]12. The catalyst class is: 1. (4) Reactant: COC[O:4][C:5]1[CH:6]=[C:7]([CH:15]=[CH:16][C:17]2[CH:22]=[CH:21][C:20]([C:23]3[CH2:24][C:25](=[O:34])[N:26]([C:28]4[CH:33]=[CH:32][CH:31]=[CH:30][CH:29]=4)[N:27]=3)=[CH:19][CH:18]=2)[CH:8]=[CH:9][C:10]=1[O:11]COC.Cl. Product: [OH:4][C:5]1[CH:6]=[C:7]([CH:15]=[CH:16][C:17]2[CH:18]=[CH:19][C:20]([C:23]3[CH2:24][C:25](=[O:34])[N:26]([C:28]4[CH:29]=[CH:30][CH:31]=[CH:32][CH:33]=4)[N:27]=3)=[CH:21][CH:22]=2)[CH:8]=[CH:9][C:10]=1[OH:11]. The catalyst class is: 5. (5) Reactant: [F:1][C:2]1[CH:3]=[C:4]([C:9](=[O:50])[C:10](=[C:41]2[NH:45][C:44]3[CH:46]=[CH:47][CH:48]=[CH:49][C:43]=3[NH:42]2)[C:11]([C:13]2[CH:14]=[C:15]([S:19]([NH:22][C:23](=[NH:40])[N:24]3[CH2:29][CH2:28][N:27](C(OCC4C=CC=CC=4)=O)[CH2:26][CH2:25]3)(=[O:21])=[O:20])[CH:16]=[CH:17][CH:18]=2)=[O:12])[CH:5]=[C:6]([F:8])[CH:7]=1. Product: [F:1][C:2]1[CH:3]=[C:4]([C:9](=[O:50])[C:10](=[C:41]2[NH:42][C:43]3[CH:49]=[CH:48][CH:47]=[CH:46][C:44]=3[NH:45]2)[C:11]([C:13]2[CH:14]=[C:15]([S:19]([NH:22][C:23]([N:24]3[CH2:29][CH2:28][NH:27][CH2:26][CH2:25]3)=[NH:40])(=[O:20])=[O:21])[CH:16]=[CH:17][CH:18]=2)=[O:12])[CH:5]=[C:6]([F:8])[CH:7]=1. The catalyst class is: 63. (6) Reactant: [F:1][C:2]([F:25])([F:24])[O:3][C:4]1[CH:9]=[CH:8][C:7]([N:10]2[CH:14]=[N:13][C:12]([C:15]3[CH:20]=[CH:19][C:18]([N+:21]([O-])=O)=[CH:17][CH:16]=3)=[N:11]2)=[CH:6][CH:5]=1.C1C(=O)N(Br)C(=O)C1.CSC.[Br-].N1C=NN=N1.C(N(CC)CC)C. Product: [F:25][C:2]([F:1])([F:24])[O:3][C:4]1[CH:5]=[CH:6][C:7]([N:10]2[CH:14]=[N:13][C:12]([C:15]3[CH:20]=[CH:19][C:18]([NH2:21])=[CH:17][CH:16]=3)=[N:11]2)=[CH:8][CH:9]=1. The catalyst class is: 497.